Dataset: Catalyst prediction with 721,799 reactions and 888 catalyst types from USPTO. Task: Predict which catalyst facilitates the given reaction. (1) Reactant: [CH3:1][C:2]1[C:3]([C@H:8]2[CH2:13][CH2:12][CH2:11][C@@H:10]([C:14]3[C:19]([CH3:20])=[CH:18][CH:17]=[CH:16][N:15]=3)[NH:9]2)=[N:4][CH:5]=[CH:6][CH:7]=1.[CH2:21]([O:23][C:24](=[O:30])[CH2:25][CH2:26][CH2:27][CH2:28]Br)[CH3:22].CCN(C(C)C)C(C)C. Product: [CH2:21]([O:23][C:24](=[O:30])[CH2:25][CH2:26][CH2:27][CH2:28][N:9]1[C@H:8]([C:3]2[C:2]([CH3:1])=[CH:7][CH:6]=[CH:5][N:4]=2)[CH2:13][CH2:12][CH2:11][C@@H:10]1[C:14]1[C:19]([CH3:20])=[CH:18][CH:17]=[CH:16][N:15]=1)[CH3:22]. The catalyst class is: 23. (2) Reactant: [NH2:1][C:2]1[C:10]([Cl:11])=[CH:9][CH:8]=[CH:7][C:3]=1[C:4]([OH:6])=[O:5].[F:12][C:13]1[CH:21]=[CH:20][CH:19]=[CH:18][C:14]=1[C:15](Cl)=O. Product: [Cl:11][C:10]1[C:2]2[N:1]=[C:15]([C:14]3[CH:18]=[CH:19][CH:20]=[CH:21][C:13]=3[F:12])[O:5][C:4](=[O:6])[C:3]=2[CH:7]=[CH:8][CH:9]=1. The catalyst class is: 17. (3) Reactant: [NH:1]1[C:9]2[C:4](=[CH:5][C:6]([CH:10]=[CH:11][C:12]([O:14][CH3:15])=[O:13])=[CH:7][CH:8]=2)[CH:3]=[CH:2]1. Product: [NH:1]1[C:9]2[C:4](=[CH:5][C:6]([CH2:10][CH2:11][C:12]([O:14][CH3:15])=[O:13])=[CH:7][CH:8]=2)[CH:3]=[CH:2]1. The catalyst class is: 19. (4) Reactant: [C:1]([C:3]1[CH:23]=[CH:22][C:6]([CH2:7][NH:8][C:9](=[O:21])[CH:10]([C:13]2[CH:18]=[CH:17][C:16]([OH:19])=[CH:15][C:14]=2[F:20])[O:11][CH3:12])=[CH:5][CH:4]=1)#[N:2].[F:24][C:25]1[CH:33]=[CH:32][C:28]([CH2:29][CH2:30]O)=[CH:27][CH:26]=1.N(C(OCC)=O)=NC(OCC)=O.C1(P(C2C=CC=CC=2)C2C=CC=CC=2)C=CC=CC=1. Product: [C:1]([C:3]1[CH:4]=[CH:5][C:6]([CH2:7][NH:8][C:9](=[O:21])[CH:10]([C:13]2[CH:18]=[CH:17][C:16]([O:19][CH2:30][CH2:29][C:28]3[CH:32]=[CH:33][C:25]([F:24])=[CH:26][CH:27]=3)=[CH:15][C:14]=2[F:20])[O:11][CH3:12])=[CH:22][CH:23]=1)#[N:2]. The catalyst class is: 1. (5) Reactant: Br[C:2]1[CH:11]=[CH:10][C:9]([C:12]2[CH:17]=[C:16]([O:18][CH3:19])[CH:15]=[C:14]([O:20][CH3:21])[CH:13]=2)=[C:8]2[C:3]=1[N:4]=[CH:5][CH:6]=[N:7]2.[C:22]([Cu])#[N:23]. Product: [CH3:21][O:20][C:14]1[CH:13]=[C:12]([C:9]2[C:8]3[N:7]=[CH:6][CH:5]=[N:4][C:3]=3[C:2]([C:22]#[N:23])=[CH:11][CH:10]=2)[CH:17]=[C:16]([O:18][CH3:19])[CH:15]=1. The catalyst class is: 296. (6) Reactant: CS[C:3](SC)=[CH:4][C:5]([C:7]1[CH:12]=[CH:11][CH:10]=[CH:9][CH:8]=1)=[O:6].[NH2:15][C:16]1[CH:21]=[CH:20][CH:19]=[CH:18][CH:17]=1.C[Si]([N-][Si](C)(C)C)(C)C.[Li+]. Product: [NH:15]([C:3]([NH:15][C:16]1[CH:21]=[CH:20][CH:19]=[CH:18][CH:17]=1)=[CH:4][C:5]([C:7]1[CH:12]=[CH:11][CH:10]=[CH:9][CH:8]=1)=[O:6])[C:16]1[CH:21]=[CH:20][CH:19]=[CH:18][CH:17]=1. The catalyst class is: 11. (7) Product: [Cl:1][C:2]1[CH:18]=[C:17]([Cl:19])[CH:16]=[CH:15][C:3]=1[CH2:4][NH:5][C:6]([C:7]1[CH:12]=[CH:11][C:10](=[O:13])[N:9]([CH3:20])[CH:8]=1)=[O:14]. The catalyst class is: 10. Reactant: [Cl:1][C:2]1[CH:18]=[C:17]([Cl:19])[CH:16]=[CH:15][C:3]=1[CH2:4][NH:5][C:6](=[O:14])[C:7]1[CH:12]=[CH:11][C:10]([OH:13])=[N:9][CH:8]=1.[C:20](=O)([O-])[O-].[K+].[K+].CI. (8) Reactant: Br[CH:2]([C:6]([C:8]1[CH:13]=[CH:12][CH:11]=[CH:10][C:9]=1[Cl:14])=O)[C:3]([NH2:5])=[O:4].[NH2:15][C:16]([NH2:18])=[S:17]. Product: [NH2:18][C:16]1[S:17][C:2]([C:3]([NH2:5])=[O:4])=[C:6]([C:8]2[CH:13]=[CH:12][CH:11]=[CH:10][C:9]=2[Cl:14])[N:15]=1. The catalyst class is: 8. (9) Reactant: [I:1][C:2]1[S:6][C:5]([CH3:7])=[C:4]([CH2:8][C:9]2[CH:14]=[CH:13][C:12]([OH:15])=[CH:11][CH:10]=2)[CH:3]=1.[CH3:16][C:17]([Si:20](Cl)([CH3:22])[CH3:21])([CH3:19])[CH3:18].N1C=CN=C1. Product: [C:17]([Si:20]([O:15][C:12]1[CH:13]=[CH:14][C:9]([CH2:8][C:4]2[CH:3]=[C:2]([I:1])[S:6][C:5]=2[CH3:7])=[CH:10][CH:11]=1)([CH3:22])[CH3:21])([CH3:19])([CH3:18])[CH3:16]. The catalyst class is: 239. (10) Reactant: [Cl:1][C:2]1[N:7]=[CH:6][C:5]([CH2:8][C:9]2([CH2:22][NH:23][C@@H:24]3[CH2:26][C@H:25]3[C:27]3[CH:32]=[CH:31][CH:30]=[CH:29][CH:28]=3)[CH2:14][CH2:13][N:12]([C:15]([O:17][C:18]([CH3:21])([CH3:20])[CH3:19])=[O:16])[CH2:11][CH2:10]2)=[CH:4][CH:3]=1.Cl[C:34]([O:36][CH2:37][CH:38]=[CH2:39])=[O:35].C(N(CC)C(C)C)(C)C. Product: [CH2:37]([O:36][C:34]([N:23]([CH2:22][C:9]1([CH2:8][C:5]2[CH:6]=[N:7][C:2]([Cl:1])=[CH:3][CH:4]=2)[CH2:10][CH2:11][N:12]([C:15]([O:17][C:18]([CH3:19])([CH3:21])[CH3:20])=[O:16])[CH2:13][CH2:14]1)[C@@H:24]1[CH2:26][C@H:25]1[C:27]1[CH:28]=[CH:29][CH:30]=[CH:31][CH:32]=1)=[O:35])[CH:38]=[CH2:39]. The catalyst class is: 2.